From a dataset of Forward reaction prediction with 1.9M reactions from USPTO patents (1976-2016). Predict the product of the given reaction. (1) Given the reactants [CH2:1]([O:3][O:4][P:5]([C:11]1[CH:12]=[C:13]2[C:17](=[CH:18][CH:19]=1)[N:16]=[C:15]([CH3:20])[C:14]2([CH3:22])[CH3:21])([O:7][O:8][CH2:9][CH3:10])=[O:6])[CH3:2].[CH2:23]([I:25])[CH3:24], predict the reaction product. The product is: [I-:25].[CH2:9]([O:8][O:7][P:5]([C:11]1[CH:12]=[C:13]2[C:17](=[CH:18][CH:19]=1)[N+:16]([CH2:23][CH3:24])=[C:15]([CH3:20])[C:14]2([CH3:22])[CH3:21])([O:4][O:3][CH2:1][CH3:2])=[O:6])[CH3:10]. (2) Given the reactants [OH:1][C@:2]1([C@:23]2([CH3:24])[C@H:9]([C@H:10]3[C@H:20]([CH2:21][CH2:22]2)[C@:18]2([CH3:19])[C:13](=[CH:14][C:15](=[O:25])[CH2:16][CH2:17]2)[CH2:12][CH2:11]3)[CH2:8][CH2:7]1)[C:3](=[O:6])[CH2:4][OH:5].[C:26](OCC(F)(F)F)(=[O:30])[CH2:27][CH2:28][CH3:29], predict the reaction product. The product is: [OH:1][C@:2]1([C@:23]2([CH3:24])[C@H:9]([C@H:10]3[C@H:20]([CH2:21][CH2:22]2)[C@:18]2([CH3:19])[C:13](=[CH:14][C:15](=[O:25])[CH2:16][CH2:17]2)[CH2:12][CH2:11]3)[CH2:8][CH2:7]1)[C:3](=[O:6])[CH2:4][O:5][C:26](=[O:30])[CH2:27][CH2:28][CH3:29]. (3) Given the reactants [NH2:1][C:2]1[CH:3]=[C:4]2[C@@:13]3([CH2:17][O:16][C:15]([NH:18][C:19](=[O:25])[O:20][C:21]([CH3:24])([CH3:23])[CH3:22])=[N:14]3)[C:10]3([CH2:12][CH2:11]3)[C:9]([CH3:27])([CH3:26])[O:8][C:5]2=[CH:6][CH:7]=1.[CH3:28][O:29][C:30]1[N:31]=[CH:32][C:33]([C:36](O)=[O:37])=[N:34][CH:35]=1.N1(O)C2C=CC=CC=2N=N1.Cl.CN(C)CCCN=C=NCC, predict the reaction product. The product is: [CH3:28][O:29][C:30]1[N:31]=[CH:32][C:33]([C:36]([NH:1][C:2]2[CH:3]=[C:4]3[C@@:13]4([CH2:17][O:16][C:15]([NH:18][C:19](=[O:25])[O:20][C:21]([CH3:22])([CH3:24])[CH3:23])=[N:14]4)[C:10]4([CH2:11][CH2:12]4)[C:9]([CH3:27])([CH3:26])[O:8][C:5]3=[CH:6][CH:7]=2)=[O:37])=[N:34][CH:35]=1. (4) Given the reactants [Cl:1][C:2]1[C:11]2[C:6](=[CH:7][C:8]([O:14][CH2:15][CH2:16][CH2:17][N:18]3[CH2:23][CH2:22][N:21]([CH3:24])[CH2:20][CH2:19]3)=[C:9]([O:12][CH3:13])[CH:10]=2)[N:5]=[CH:4][N:3]=1.[S:25]1[C:29]2[CH:30]=[CH:31][C:32]([NH2:34])=[CH:33][C:28]=2[N:27]=[C:26]1[NH2:35].Cl, predict the reaction product. The product is: [ClH:1].[CH3:13][O:12][C:9]1[CH:10]=[C:11]2[C:6](=[CH:7][C:8]=1[O:14][CH2:15][CH2:16][CH2:17][N:18]1[CH2:23][CH2:22][N:21]([CH3:24])[CH2:20][CH2:19]1)[N:5]=[CH:4][N:3]=[C:2]2[NH:34][C:32]1[CH:31]=[CH:30][C:29]2[S:25][C:26]([NH2:35])=[N:27][C:28]=2[CH:33]=1. (5) Given the reactants Cl[C:2]1[N:7]=[CH:6][C:5](/[C:8](/[C:18]2[CH:23]=[CH:22][C:21]([OH:24])=[CH:20][CH:19]=2)=[C:9](/[C:12]2[CH:17]=[CH:16][CH:15]=[CH:14][CH:13]=2)\[CH2:10][CH3:11])=[CH:4][CH:3]=1.[CH3:25][NH:26][CH2:27][CH2:28][NH:29][CH3:30], predict the reaction product. The product is: [CH3:25][N:26]([CH2:27][CH2:28][NH:29][CH3:30])[C:2]1[N:7]=[CH:6][C:5](/[C:8](/[C:18]2[CH:23]=[CH:22][C:21]([OH:24])=[CH:20][CH:19]=2)=[C:9](/[C:12]2[CH:17]=[CH:16][CH:15]=[CH:14][CH:13]=2)\[CH2:10][CH3:11])=[CH:4][CH:3]=1. (6) Given the reactants Br[C:2]1[CH:7]=[C:6]([CH2:8][NH:9][C:10]([C@@H:12]2[CH2:16][C@@H:15]([F:17])[CH2:14][N:13]2[S:18]([C:21]2[CH:26]=[CH:25][C:24]([F:27])=[CH:23][CH:22]=2)(=[O:20])=[O:19])=[O:11])[CH:5]=[CH:4][N:3]=1.[F:28][C:29]1[C:34](B(O)O)=[CH:33][CH:32]=[C:31]([C:38]([F:41])([F:40])[F:39])[N:30]=1.C([O-])([O-])=O.[Cs+].[Cs+], predict the reaction product. The product is: [F:17][C@H:15]1[CH2:14][N:13]([S:18]([C:21]2[CH:26]=[CH:25][C:24]([F:27])=[CH:23][CH:22]=2)(=[O:20])=[O:19])[C@H:12]([C:10]([NH:9][CH2:8][C:6]2[CH:5]=[CH:4][N:3]=[C:2]([C:34]3[C:29]([F:28])=[N:30][C:31]([C:38]([F:41])([F:40])[F:39])=[CH:32][CH:33]=3)[CH:7]=2)=[O:11])[CH2:16]1.